Task: Regression. Given two drug SMILES strings and cell line genomic features, predict the synergy score measuring deviation from expected non-interaction effect.. Dataset: NCI-60 drug combinations with 297,098 pairs across 59 cell lines (1) Drug 2: CN(C)C1=NC(=NC(=N1)N(C)C)N(C)C. Drug 1: C1=C(C(=O)NC(=O)N1)F. Cell line: MCF7. Synergy scores: CSS=31.3, Synergy_ZIP=3.05, Synergy_Bliss=4.34, Synergy_Loewe=-7.25, Synergy_HSA=2.04. (2) Drug 1: C1CC(=O)NC(=O)C1N2CC3=C(C2=O)C=CC=C3N. Drug 2: B(C(CC(C)C)NC(=O)C(CC1=CC=CC=C1)NC(=O)C2=NC=CN=C2)(O)O. Cell line: HCT116. Synergy scores: CSS=6.74, Synergy_ZIP=-2.22, Synergy_Bliss=-1.32, Synergy_Loewe=1.45, Synergy_HSA=1.36. (3) Drug 1: C1=NC2=C(N1)C(=S)N=C(N2)N. Drug 2: CC(C)CN1C=NC2=C1C3=CC=CC=C3N=C2N. Cell line: PC-3. Synergy scores: CSS=19.9, Synergy_ZIP=-9.98, Synergy_Bliss=-0.579, Synergy_Loewe=-4.59, Synergy_HSA=-0.961. (4) Drug 1: CC1=CC=C(C=C1)C2=CC(=NN2C3=CC=C(C=C3)S(=O)(=O)N)C(F)(F)F. Drug 2: CN1C2=C(C=C(C=C2)N(CCCl)CCCl)N=C1CCCC(=O)O.Cl. Cell line: RPMI-8226. Synergy scores: CSS=-0.110, Synergy_ZIP=0.162, Synergy_Bliss=-0.822, Synergy_Loewe=-2.11, Synergy_HSA=-2.70. (5) Drug 2: C1=NNC2=C1C(=O)NC=N2. Synergy scores: CSS=29.4, Synergy_ZIP=-5.79, Synergy_Bliss=-9.41, Synergy_Loewe=-22.1, Synergy_HSA=-8.77. Drug 1: CC1=C2C(C(=O)C3(C(CC4C(C3C(C(C2(C)C)(CC1OC(=O)C(C(C5=CC=CC=C5)NC(=O)OC(C)(C)C)O)O)OC(=O)C6=CC=CC=C6)(CO4)OC(=O)C)OC)C)OC. Cell line: DU-145. (6) Drug 1: C1CC(C1)(C(=O)O)C(=O)O.[NH2-].[NH2-].[Pt+2]. Drug 2: CCN(CC)CCNC(=O)C1=C(NC(=C1C)C=C2C3=C(C=CC(=C3)F)NC2=O)C. Cell line: UACC62. Synergy scores: CSS=40.5, Synergy_ZIP=6.83, Synergy_Bliss=9.39, Synergy_Loewe=-6.71, Synergy_HSA=10.7. (7) Synergy scores: CSS=22.5, Synergy_ZIP=-9.43, Synergy_Bliss=-7.50, Synergy_Loewe=-5.06, Synergy_HSA=-3.46. Drug 1: C1=CC(=CC=C1CCC2=CNC3=C2C(=O)NC(=N3)N)C(=O)NC(CCC(=O)O)C(=O)O. Drug 2: CC12CCC3C(C1CCC2OP(=O)(O)O)CCC4=C3C=CC(=C4)OC(=O)N(CCCl)CCCl.[Na+]. Cell line: OVCAR-5.